This data is from Reaction yield outcomes from USPTO patents with 853,638 reactions. The task is: Predict the reaction yield, written as a fraction of the theoretical maximum amount of product (1.0 means a 100% yield; for example, 0.34 means a 34% yield). (1) The reactants are [N:1]1([CH2:7][CH2:8][NH2:9])[CH2:6][CH2:5][CH2:4][CH2:3][CH2:2]1.[C:10]([C:14]1[CH:15]=[CH:16][C:17]2[N+:22]([O-:23])=[N:21][C:20](Cl)=[N:19][C:18]=2[CH:25]=1)([CH3:13])([CH3:12])[CH3:11]. The catalyst is COCCOC. The product is [C:10]([C:14]1[CH:15]=[CH:16][C:17]2[N+:22]([O-:23])=[N:21][C:20]([NH:9][CH2:8][CH2:7][N:1]3[CH2:6][CH2:5][CH2:4][CH2:3][CH2:2]3)=[N:19][C:18]=2[CH:25]=1)([CH3:13])([CH3:11])[CH3:12]. The yield is 0.950. (2) The reactants are [N+]([O-])(O)=O.OS(O)(=O)=O.[CH3:10][C:11]1C=C(C=CC=1)C(O)=O.CC1C([N+]([O-])=O)=C(C([N+]([O-])=O)=CC=1)C(O)=O.[CH3:36][C:37]1[C:38]([N+:49]([O-:51])=[O:50])=[CH:39][C:40]([N+:46]([O-:48])=[O:47])=[C:41]([CH:45]=1)[C:42]([OH:44])=[O:43].O=S(Cl)Cl. The catalyst is CCO. The product is [CH2:10]([O:43][C:42](=[O:44])[C:41]1[CH:45]=[C:37]([CH3:36])[C:38]([N+:49]([O-:51])=[O:50])=[CH:39][C:40]=1[N+:46]([O-:48])=[O:47])[CH3:11]. The yield is 0.200. (3) The reactants are [OH:1][C:2]1[CH:7]=[CH:6][C:5]([NH:8][CH2:9][C:10]([OH:12])=[O:11])=[CH:4][CH:3]=1.[CH3:13]O. No catalyst specified. The product is [CH3:13][O:11][C:10](=[O:12])[CH2:9][NH:8][C:5]1[CH:6]=[CH:7][C:2]([OH:1])=[CH:3][CH:4]=1. The yield is 0.990.